From a dataset of Retrosynthesis with 50K atom-mapped reactions and 10 reaction types from USPTO. Predict the reactants needed to synthesize the given product. (1) Given the product O=C1CCC(c2c[nH]c3cc(F)ccc23)CC1, predict the reactants needed to synthesize it. The reactants are: Fc1ccc2c(C3CCC4(CC3)OCCO4)c[nH]c2c1.O=C1CCC(c2c[nH]c3ccccc23)CC1. (2) Given the product CCOC(=O)c1cc2ccc(CC(=O)NNC(=O)c3ccc(OC)cc3)cc2s1, predict the reactants needed to synthesize it. The reactants are: CCOC(=O)c1cc2ccc(CC(=O)O)cc2s1.COc1ccc(C(=O)NN)cc1. (3) The reactants are: CN(C)CCCS.Nc1ccc2ccc(Cl)nc2n1. Given the product CN(C)CCCSc1ccc2ccc(N)nc2n1, predict the reactants needed to synthesize it. (4) Given the product Nc1nc2c(s1)CCc1nonc1-2, predict the reactants needed to synthesize it. The reactants are: NC(N)=S.O=C1c2nonc2CCC1Br. (5) Given the product Cc1c(O)cccc1CC1CCCC=C1c1nc(-c2ccccc2)c(-c2ccccc2)o1, predict the reactants needed to synthesize it. The reactants are: COc1cccc(CC2CCCC=C2c2nc(-c3ccccc3)c(-c3ccccc3)o2)c1C.